The task is: Predict which catalyst facilitates the given reaction.. This data is from Catalyst prediction with 721,799 reactions and 888 catalyst types from USPTO. Reactant: [C:1]([S:20][CH2:21][C@@H:22]([C:24]([NH2:26])=[O:25])[NH2:23])([C:14]1[CH:19]=[CH:18][CH:17]=[CH:16][CH:15]=1)([C:8]1[CH:13]=[CH:12][CH:11]=[CH:10][CH:9]=1)[C:2]1[CH:7]=[CH:6][CH:5]=[CH:4][CH:3]=1.CN(C(ON1N=NC2C=CC=NC1=2)=[N+](C)C)C.F[P-](F)(F)(F)(F)F.C1C=NC2N(O)N=NC=2C=1.[Br:61][C:62]1[CH:67]=[CH:66][C:65]([C@:68]([NH:77][C@H:78]([C:84](O)=[O:85])[CH2:79][C:80]([F:83])([CH3:82])[CH3:81])([C:73]([F:76])([F:75])[F:74])[C:69]#[C:70][CH2:71][OH:72])=[CH:64][CH:63]=1.CCN(CC)CC.C([O-])(O)=O.[Na+]. Product: [Br:61][C:62]1[CH:67]=[CH:66][C:65]([C@:68]([NH:77][C@H:78]([C:84]([NH:23][C@H:22]([C:24]([NH2:26])=[O:25])[CH2:21][S:20][C:1]([C:8]2[CH:13]=[CH:12][CH:11]=[CH:10][CH:9]=2)([C:14]2[CH:15]=[CH:16][CH:17]=[CH:18][CH:19]=2)[C:2]2[CH:3]=[CH:4][CH:5]=[CH:6][CH:7]=2)=[O:85])[CH2:79][C:80]([F:83])([CH3:81])[CH3:82])([C:73]([F:76])([F:75])[F:74])[C:69]#[C:70][CH2:71][OH:72])=[CH:64][CH:63]=1. The catalyst class is: 303.